Task: Predict the reaction yield, written as a fraction of the theoretical maximum amount of product (1.0 means a 100% yield; for example, 0.34 means a 34% yield).. Dataset: Reaction yield outcomes from USPTO patents with 853,638 reactions (1) The reactants are [NH2:1][C:2]1[CH:7]=[C:6]([CH3:8])[C:5]([C:9]2[N:10]=[C:11]([NH2:14])[S:12][CH:13]=2)=[C:4]([CH3:15])[CH:3]=1.CCN(CC)CC.[CH3:23][C:24]([O:27][C:28](O[C:28]([O:27][C:24]([CH3:26])([CH3:25])[CH3:23])=[O:29])=[O:29])([CH3:26])[CH3:25]. The catalyst is CO. The product is [NH2:14][C:11]1[S:12][CH:13]=[C:9]([C:5]2[C:4]([CH3:15])=[CH:3][C:2]([NH:1][C:28](=[O:29])[O:27][C:24]([CH3:26])([CH3:25])[CH3:23])=[CH:7][C:6]=2[CH3:8])[N:10]=1. The yield is 1.00. (2) The reactants are [CH3:1][N:2]1[C:11]2[C:6](=[CH:7][C:8]3[O:14][CH2:13][O:12][C:9]=3[CH:10]=2)[CH:5]([C:15]2[CH:20]=[CH:19][CH:18]=[CH:17][CH:16]=2)[NH:4][C:3]1=[O:21].[O-][Mn](=O)(=O)=O.[K+]. The catalyst is O1CCOCC1. The product is [CH3:1][N:2]1[C:11]2[C:6](=[CH:7][C:8]3[O:14][CH2:13][O:12][C:9]=3[CH:10]=2)[C:5]([C:15]2[CH:20]=[CH:19][CH:18]=[CH:17][CH:16]=2)=[N:4][C:3]1=[O:21]. The yield is 0.420.